Dataset: Full USPTO retrosynthesis dataset with 1.9M reactions from patents (1976-2016). Task: Predict the reactants needed to synthesize the given product. Given the product [CH2:1]([N:8]1[C:16]([C:17]2[CH:22]=[CH:21][C:20]([CH3:23])=[CH:19][C:18]=2[CH3:24])=[C:15]2[C:10]([N:11]=[C:12]([N:31]([CH2:32][CH2:33][CH3:34])[CH2:28][CH2:29][CH3:30])[N:13]([CH3:26])[C:14]2=[O:25])=[N:9]1)[C:2]1[CH:7]=[CH:6][CH:5]=[CH:4][CH:3]=1, predict the reactants needed to synthesize it. The reactants are: [CH2:1]([N:8]1[C:16]([C:17]2[CH:22]=[CH:21][C:20]([CH3:23])=[CH:19][C:18]=2[CH3:24])=[C:15]2[C:10]([N:11]=[C:12](Cl)[N:13]([CH3:26])[C:14]2=[O:25])=[N:9]1)[C:2]1[CH:7]=[CH:6][CH:5]=[CH:4][CH:3]=1.[CH2:28]([NH:31][CH2:32][CH2:33][CH3:34])[CH2:29][CH3:30].